This data is from Forward reaction prediction with 1.9M reactions from USPTO patents (1976-2016). The task is: Predict the product of the given reaction. (1) Given the reactants [Br:1][C:2]1[CH:7]=[CH:6][C:5]([C:8]2[CH2:9][CH2:10][CH2:11][N:12]=2)=[CH:4][CH:3]=1.[F:13][C:14]([F:20])([F:19])S(O)(=O)=O.F.[K].C[Si](C)(C)C(F)(F)F.C([O-])(O)=O.[Na+], predict the reaction product. The product is: [Br:1][C:2]1[CH:3]=[CH:4][C:5]([C@@:8]2([C:14]([F:20])([F:19])[F:13])[CH2:9][CH2:10][CH2:11][NH:12]2)=[CH:6][CH:7]=1. (2) Given the reactants Cl[C:2]1[CH:10]=[C:9]([N+:11]([O-:13])=[O:12])[CH:8]=[C:7]([CH3:14])[C:3]=1[C:4]([OH:6])=[O:5].[CH3:15][O:16]C1C([N+]([O-])=O)=CC(C)=C(C=1)C#N, predict the reaction product. The product is: [CH3:15][O:16][C:10]1[C:9]([N+:11]([O-:13])=[O:12])=[CH:8][C:7]([CH3:14])=[C:3]([CH:2]=1)[C:4]([OH:6])=[O:5].